The task is: Predict the reactants needed to synthesize the given product.. This data is from Full USPTO retrosynthesis dataset with 1.9M reactions from patents (1976-2016). (1) Given the product [Br:12][C:13]1[CH:14]=[C:15]([NH:16][C:2]2[CH:10]=[C:9]([Cl:11])[CH:8]=[CH:7][C:3]=2[C:4]([OH:6])=[O:5])[CH:17]=[CH:18][CH:19]=1, predict the reactants needed to synthesize it. The reactants are: Cl[C:2]1[CH:10]=[C:9]([Cl:11])[CH:8]=[CH:7][C:3]=1[C:4]([OH:6])=[O:5].[Br:12][C:13]1[CH:14]=[C:15]([CH:17]=[CH:18][CH:19]=1)[NH2:16].C(=O)([O-])[O-].[K+].[K+]. (2) Given the product [F:8][C:5]1[CH:6]=[CH:7][C:2]([C:28]2([OH:33])[C:27]3[C:34]([CH3:35])=[C:23]([N:20]4[CH2:21][CH2:22][N:17]([C:14]5[CH:15]=[CH:16][C:11]([O:10][CH3:9])=[CH:12][CH:13]=5)[CH2:18][CH2:19]4)[C:24]([CH3:37])=[C:25]([CH3:36])[C:26]=3[O:30][C:29]2([CH3:31])[CH3:32])=[CH:3][CH:4]=1, predict the reactants needed to synthesize it. The reactants are: Br[C:2]1[CH:7]=[CH:6][C:5]([F:8])=[CH:4][CH:3]=1.[CH3:9][O:10][C:11]1[CH:16]=[CH:15][C:14]([N:17]2[CH2:22][CH2:21][N:20]([C:23]3[C:24]([CH3:37])=[C:25]([CH3:36])[C:26]4[O:30][C:29]([CH3:32])([CH3:31])[C:28](=[O:33])[C:27]=4[C:34]=3[CH3:35])[CH2:19][CH2:18]2)=[CH:13][CH:12]=1. (3) Given the product [CH3:44][C:43]1[N:45]=[C:26]([C:23]2[CH:22]=[CH:21][C:20]([O:19][C:17]3[CH:16]=[CH:15][C:12]4[CH2:13][CH2:14][N:8]([C:6]([O:5][C:2]([CH3:1])([CH3:4])[CH3:3])=[O:7])[CH2:9][CH2:10][C:11]=4[CH:18]=3)=[N:25][CH:24]=2)[O:28][N:42]=1, predict the reactants needed to synthesize it. The reactants are: [CH3:1][C:2]([O:5][C:6]([N:8]1[CH2:14][CH2:13][C:12]2[CH:15]=[CH:16][C:17]([O:19][C:20]3[N:25]=[CH:24][C:23]([C:26]([OH:28])=O)=[CH:22][CH:21]=3)=[CH:18][C:11]=2[CH2:10][CH2:9]1)=[O:7])([CH3:4])[CH3:3].O=C(N1C=CN=C1)N1C=CN=C1.O[NH:42][C:43](=[NH:45])[CH3:44]. (4) Given the product [Cl:1][C:2]1[CH:7]=[C:6]([Cl:8])[CH:5]=[CH:4][C:3]=1[O:9][C:11]1[CH:16]=[CH:15][CH:14]=[CH:13][C:12]=1[N+:17]([O-:19])=[O:18], predict the reactants needed to synthesize it. The reactants are: [Cl:1][C:2]1[CH:7]=[C:6]([Cl:8])[CH:5]=[CH:4][C:3]=1[OH:9].F[C:11]1[CH:16]=[CH:15][CH:14]=[CH:13][C:12]=1[N+:17]([O-:19])=[O:18].C(=O)([O-])[O-].[K+].[K+].C(Cl)Cl. (5) Given the product [Cl:1][C:2]1[CH:10]=[CH:9][CH:8]=[C:7]2[C:3]=1[C:4]([C:11](=[O:16])[C:12]([F:14])([F:15])[F:13])=[CH:5][N:6]2[C:18]1[N:23]=[CH:22][CH:21]=[CH:20][N:19]=1, predict the reactants needed to synthesize it. The reactants are: [Cl:1][C:2]1[CH:10]=[CH:9][CH:8]=[C:7]2[C:3]=1[C:4]([C:11](=[O:16])[C:12]([F:15])([F:14])[F:13])=[CH:5][NH:6]2.Cl[C:18]1[N:23]=[CH:22][CH:21]=[CH:20][N:19]=1.C(=O)([O-])[O-].[Cs+].[Cs+].O1CCOCC1. (6) Given the product [Cl:1][C:2]1[CH:3]=[C:4]([S:9]([N:12]([CH2:26][P:27](=[O:28])([OH:34])[OH:31])[C:13]2[CH:14]=[C:15]3[C:19](=[CH:20][CH:21]=2)[N:18]([C:22](=[O:25])[NH:23][CH3:24])[CH2:17][CH2:16]3)(=[O:10])=[O:11])[CH:5]=[C:6]([Cl:8])[CH:7]=1, predict the reactants needed to synthesize it. The reactants are: [Cl:1][C:2]1[CH:3]=[C:4]([S:9]([N:12]([CH2:26][P:27](=[O:34])([O:31]CC)[O:28]CC)[C:13]2[CH:14]=[C:15]3[C:19](=[CH:20][CH:21]=2)[N:18]([C:22](=[O:25])[NH:23][CH3:24])[CH2:17][CH2:16]3)(=[O:11])=[O:10])[CH:5]=[C:6]([Cl:8])[CH:7]=1.C[Si](Br)(C)C.CO.